Predict the reaction yield, written as a fraction of the theoretical maximum amount of product (1.0 means a 100% yield; for example, 0.34 means a 34% yield). From a dataset of Reaction yield outcomes from USPTO patents with 853,638 reactions. The reactants are [CH3:1][O:2][CH2:3][CH2:4][N:5]1[CH2:10][CH2:9][CH:8]([CH:11]2[O:24][CH2:23][C:22]3[C:21]4[C:20]([CH3:25])=[CH:19][CH:18]=[CH:17][C:16]=4[C:15](=O)[O:14][C:13]=3[CH2:12]2)[CH2:7][CH2:6]1.[NH3:27]. The catalyst is CO. The product is [CH3:1][O:2][CH2:3][CH2:4][N:5]1[CH2:10][CH2:9][CH:8]([CH:11]2[O:24][CH2:23][C:22]3[C:21]4[C:20]([CH3:25])=[CH:19][CH:18]=[CH:17][C:16]=4[C:15](=[O:14])[NH:27][C:13]=3[CH2:12]2)[CH2:7][CH2:6]1. The yield is 0.120.